Dataset: Forward reaction prediction with 1.9M reactions from USPTO patents (1976-2016). Task: Predict the product of the given reaction. (1) Given the reactants [NH3:1].[CH2:2]([O:4][C:5]([C:7]1[C:8]2[S:16][CH:15]=[C:14]([CH2:17][O:18][C:19]3[CH:24]=[C:23]([C:25]4[O:26][C:27]([CH2:30][C:31]5[CH:36]=[CH:35][C:34]([Cl:37])=[CH:33][CH:32]=5)=[N:28][N:29]=4)[CH:22]=[CH:21][C:20]=3[CH3:38])[C:9]=2[C:10](Cl)=[N:11][CH:12]=1)=[O:6])[CH3:3], predict the reaction product. The product is: [CH2:2]([O:4][C:5]([C:7]1[C:8]2[S:16][CH:15]=[C:14]([CH2:17][O:18][C:19]3[CH:24]=[C:23]([C:25]4[O:26][C:27]([CH2:30][C:31]5[CH:32]=[CH:33][C:34]([Cl:37])=[CH:35][CH:36]=5)=[N:28][N:29]=4)[CH:22]=[CH:21][C:20]=3[CH3:38])[C:9]=2[C:10]([NH2:1])=[N:11][CH:12]=1)=[O:6])[CH3:3]. (2) Given the reactants NC(N)=O.Cl.[C:6]1([C:12]([CH:14]2[CH2:19][CH2:18][NH:17][CH2:16][CH2:15]2)=[O:13])[CH:11]=[CH:10][CH:9]=[CH:8][CH:7]=1.CCN(C(C)C)C(C)C.[C:29](O[C:29]([O:31][C:32]([CH3:35])([CH3:34])[CH3:33])=[O:30])([O:31][C:32]([CH3:35])([CH3:34])[CH3:33])=[O:30], predict the reaction product. The product is: [C:12]([CH:14]1[CH2:19][CH2:18][N:17]([C:29]([O:31][C:32]([CH3:35])([CH3:34])[CH3:33])=[O:30])[CH2:16][CH2:15]1)(=[O:13])[C:6]1[CH:7]=[CH:8][CH:9]=[CH:10][CH:11]=1. (3) Given the reactants [Cl:1][C:2]1[C:7]([Cl:8])=[CH:6][CH:5]=[CH:4][C:3]=1[N:9]=[C:10]=[S:11].[F:12][C:13]([F:23])([F:22])[C:14]1[N:21]=[CH:20][CH:19]=[CH:18][C:15]=1[C:16]#[N:17], predict the reaction product. The product is: [Cl:1][C:2]1[C:7]([Cl:8])=[CH:6][CH:5]=[CH:4][C:3]=1[NH:9][C:10]([NH:17][CH2:16][C:15]1[C:14]([C:13]([F:23])([F:12])[F:22])=[N:21][CH:20]=[CH:19][CH:18]=1)=[S:11]. (4) The product is: [F:1][C:2]1[CH:10]=[C:9]2[C:5]([C:6]([CH:11]=[O:12])=[CH:7][N:8]2[S:27]([C:20]2[C:21]3[C:26](=[CH:25][CH:24]=[CH:23][CH:22]=3)[C:17]([O:16][CH3:15])=[C:18]([N:31]3[CH2:36][CH2:35][N:34]([C:37](=[O:42])[C:38]([Cl:41])([Cl:39])[Cl:40])[CH2:33][CH2:32]3)[CH:19]=2)(=[O:28])=[O:29])=[CH:4][CH:3]=1. Given the reactants [F:1][C:2]1[CH:10]=[C:9]2[C:5]([C:6]([CH:11]=[O:12])=[CH:7][NH:8]2)=[CH:4][CH:3]=1.[H-].[Na+].[CH3:15][O:16][C:17]1[C:26]2[C:21](=[CH:22][CH:23]=[CH:24][CH:25]=2)[C:20]([S:27](Cl)(=[O:29])=[O:28])=[CH:19][C:18]=1[N:31]1[CH2:36][CH2:35][N:34]([C:37](=[O:42])[C:38]([Cl:41])([Cl:40])[Cl:39])[CH2:33][CH2:32]1, predict the reaction product. (5) Given the reactants S(S([O-])=O)([O-])=O.[Na+].[Na+].[N+:9]([C:12]1[C:13]([NH:18][CH:19]2[CH2:24][CH2:23][N:22]([C:25]([O:27][C:28]([CH3:31])([CH3:30])[CH3:29])=[O:26])[CH2:21][CH2:20]2)=[N:14][CH:15]=[CH:16][CH:17]=1)([O-])=O.[CH:32](=O)[C:33]1[CH:38]=[CH:37][CH:36]=[CH:35][CH:34]=1, predict the reaction product. The product is: [C:33]1([C:32]2[N:18]([CH:19]3[CH2:24][CH2:23][N:22]([C:25]([O:27][C:28]([CH3:31])([CH3:30])[CH3:29])=[O:26])[CH2:21][CH2:20]3)[C:13]3=[N:14][CH:15]=[CH:16][CH:17]=[C:12]3[N:9]=2)[CH:38]=[CH:37][CH:36]=[CH:35][CH:34]=1. (6) Given the reactants [ClH:1].CCOC(C)=O.[NH2:8][C:9]([NH:11][C:12]1[CH:13]=[C:14]([CH2:18][CH2:19][CH:20]2[CH2:25][CH2:24][N:23](C(OC(C)(C)C)=O)[CH2:22][CH2:21]2)[CH:15]=[CH:16][CH:17]=1)=[O:10], predict the reaction product. The product is: [ClH:1].[NH:23]1[CH2:22][CH2:21][CH:20]([CH2:19][CH2:18][C:14]2[CH:13]=[C:12]([NH:11][C:9]([NH2:8])=[O:10])[CH:17]=[CH:16][CH:15]=2)[CH2:25][CH2:24]1.